Dataset: Full USPTO retrosynthesis dataset with 1.9M reactions from patents (1976-2016). Task: Predict the reactants needed to synthesize the given product. Given the product [CH3:58][O:64][C:2]1[N:45]=[CH:4][C:5]([CH2:6][N:7]2[C:15]3[CH:14]=[CH:13][CH:12]=[CH:11][C:10]=3[C:9]3[CH2:16][C@H:17]4[C:27](=[O:28])[N:31]([CH2:34][C:35]5([C:38]([OH:40])=[O:39])[CH2:36][CH2:37]5)[C:20](=[O:21])[N:18]4[CH2:19][C:8]2=3)=[CH:29][CH:30]=1, predict the reactants needed to synthesize it. The reactants are: F[C:2]1[CH:30]=[CH:29][C:5]([CH2:6][N:7]2[C:15]3[C:10](=[CH:11][CH:12]=[CH:13][CH:14]=3)[C:9]3[CH2:16][C@@H:17]([CH2:27][OH:28])[N:18]([C:20](OC(C)(C)C)=[O:21])[CH2:19][C:8]2=3)=[CH:4]C=1.[N:31]([CH2:34][C:35]1([C:38]([O:40]C(C)(C)C)=[O:39])[CH2:37][CH2:36]1)=C=O.[N:45](CCCC(OC(C)(C)C)=O)=C=O.[C:58]([OH:64])(C(F)(F)F)=O.